This data is from Catalyst prediction with 721,799 reactions and 888 catalyst types from USPTO. The task is: Predict which catalyst facilitates the given reaction. (1) Reactant: C[O:2][C:3](=O)[C@@H:4]([NH:23][C:24]([O:26][C:27]([CH3:30])([CH3:29])[CH3:28])=[O:25])[CH2:5][C:6]1[C:14]2[C:9](=[CH:10][CH:11]=[C:12]([O:15][Si:16]([C:19]([CH3:22])([CH3:21])[CH3:20])([CH3:18])[CH3:17])[CH:13]=2)[NH:8][CH:7]=1.[H-].[H-].[H-].[H-].[Li+].[Al+3].CCOCC.Cl. Product: [C:27]([O:26][C:24](=[O:25])[NH:23][C@H:4]([CH2:3][OH:2])[CH2:5][C:6]1[C:14]2[C:9](=[CH:10][CH:11]=[C:12]([O:15][Si:16]([C:19]([CH3:22])([CH3:21])[CH3:20])([CH3:18])[CH3:17])[CH:13]=2)[NH:8][CH:7]=1)([CH3:28])([CH3:30])[CH3:29]. The catalyst class is: 36. (2) Reactant: Cl[C:2]1[N:7]=[C:6]2[N:8]([CH2:11][C:12]3[CH:17]=[CH:16][CH:15]=[CH:14][C:13]=3[NH:18][S:19]([CH3:22])(=[O:21])=[O:20])[N:9]=[CH:10][C:5]2=[CH:4][N:3]=1.[CH3:23][N:24]1[CH:28]=[C:27]([NH2:29])[CH:26]=[N:25]1.Cl. Product: [CH3:23][N:24]1[CH:28]=[C:27]([NH:29][C:2]2[N:7]=[C:6]3[N:8]([CH2:11][C:12]4[CH:17]=[CH:16][CH:15]=[CH:14][C:13]=4[NH:18][S:19]([CH3:22])(=[O:21])=[O:20])[N:9]=[CH:10][C:5]3=[CH:4][N:3]=2)[CH:26]=[N:25]1. The catalyst class is: 32. (3) Reactant: [Br:1][C:2]1[CH:3]=[CH:4][C:5]([F:28])=[C:6](/[CH:8]=[C:9](\[NH:20][C:21]([O:23][C:24]([CH3:27])([CH3:26])[CH3:25])=[O:22])/[C:10]([O:12][CH2:13][C:14]2[CH:19]=[CH:18][CH:17]=[CH:16][CH:15]=2)=[O:11])[CH:7]=1.[H][H]. Product: [Br:1][C:2]1[CH:7]=[C:6]([C:5]([F:28])=[CH:4][CH:3]=1)[CH2:8][C@@H:9]([C:10]([O:12][CH2:13][C:14]1[CH:15]=[CH:16][CH:17]=[CH:18][CH:19]=1)=[O:11])[NH:20][C:21]([O:23][C:24]([CH3:26])([CH3:25])[CH3:27])=[O:22]. The catalyst class is: 8. (4) Reactant: [O:1]1[CH2:3][C@@H:2]1[CH2:4][O:5][C:6]1[CH:7]=[C:8]([C:12]2[CH:13]=[CH:14][CH:15]=[C:16]3[C:21]=2[N:20]=[CH:19][CH:18]=[CH:17]3)[CH:9]=[CH:10][CH:11]=1.[CH2:22]1[C:31]2[C:26](=[CH:27][CH:28]=[CH:29][CH:30]=2)[CH2:25][CH2:24][NH:23]1. Product: [CH2:22]1[C:31]2[C:26](=[CH:27][CH:28]=[CH:29][CH:30]=2)[CH2:25][CH2:24][N:23]1[CH2:3][C@@H:2]([OH:1])[CH2:4][O:5][C:6]1[CH:11]=[CH:10][CH:9]=[C:8]([C:12]2[CH:13]=[CH:14][CH:15]=[C:16]3[C:21]=2[N:20]=[CH:19][CH:18]=[CH:17]3)[CH:7]=1. The catalyst class is: 14. (5) Reactant: [N:1]1[CH:6]=[CH:5][CH:4]=[C:3]([C:7]2[N:11]([C:12]3[CH:13]=[N:14][C:15]([NH2:18])=[N:16][CH:17]=3)[N:10]=[C:9]([C:19]([F:22])([F:21])[F:20])[CH:8]=2)[CH:2]=1.[C:23](Cl)(=[O:30])[C:24]1[CH:29]=[CH:28][CH:27]=[CH:26][CH:25]=1.C(=O)(O)[O-].[Na+]. Product: [N:1]1[CH:6]=[CH:5][CH:4]=[C:3]([C:7]2[N:11]([C:12]3[CH:17]=[N:16][C:15]([NH:18][C:23](=[O:30])[C:24]4[CH:29]=[CH:28][CH:27]=[CH:26][CH:25]=4)=[N:14][CH:13]=3)[N:10]=[C:9]([C:19]([F:21])([F:22])[F:20])[CH:8]=2)[CH:2]=1. The catalyst class is: 228. (6) Reactant: [NH2:1][C@@H:2]([C@@H:5]([CH2:11][CH3:12])[CH2:6][C:7]([F:10])([F:9])[F:8])[CH2:3][OH:4].C(N(CC)CC)C.[Cl:20][C:21]1[S:25][C:24]([S:26](Cl)(=[O:28])=[O:27])=[CH:23][CH:22]=1. Product: [Cl:20][C:21]1[S:25][C:24]([S:26]([NH:1][C@H:2]([CH2:3][OH:4])[C@@H:5]([CH2:11][CH3:12])[CH2:6][C:7]([F:8])([F:9])[F:10])(=[O:28])=[O:27])=[CH:23][CH:22]=1. The catalyst class is: 2. (7) Reactant: Cl[C:2]([O:4][CH2:5][C:6]1[CH:11]=[CH:10][CH:9]=[CH:8][CH:7]=1)=[O:3].[NH:12]1[CH2:17][CH2:16][CH:15]([C:18]([OH:20])=O)[CH2:14][CH2:13]1.C(=O)([O-])[O-].[Na+].[Na+].[OH-].[Na+].Cl.[CH3:30][NH:31][O:32][CH3:33].Cl.CN(C)CCCN=C=NCC.ON1C2C=CC=CC=2N=N1.C(N(CC)CC)C.[Cl-].[NH4+]. Product: [CH3:33][O:32][N:31]([CH3:30])[C:18]([CH:15]1[CH2:16][CH2:17][N:12]([C:2]([O:4][CH2:5][C:6]2[CH:11]=[CH:10][CH:9]=[CH:8][CH:7]=2)=[O:3])[CH2:13][CH2:14]1)=[O:20]. The catalyst class is: 408.